This data is from Full USPTO retrosynthesis dataset with 1.9M reactions from patents (1976-2016). The task is: Predict the reactants needed to synthesize the given product. (1) Given the product [C:69]([C:68]1[CH:67]=[C:66]([NH:65][C:28]([CH:9]2[CH:8]([C:4]3[CH:5]=[CH:6][CH:7]=[C:2]([Cl:1])[C:3]=3[F:31])[C:12]([C:15]3[CH:20]=[CH:19][C:18]([Cl:21])=[CH:17][C:16]=3[F:22])([C:13]#[N:14])[CH:11]([CH2:23][C:24]([CH3:25])([CH3:27])[CH3:26])[NH:10]2)=[O:29])[CH:74]=[CH:73][CH:72]=1)(=[O:70])[NH2:71], predict the reactants needed to synthesize it. The reactants are: [Cl:1][C:2]1[C:3]([F:31])=[C:4]([CH:8]2[C:12]([C:15]3[CH:20]=[CH:19][C:18]([Cl:21])=[CH:17][C:16]=3[F:22])([C:13]#[N:14])[CH:11]([CH2:23][C:24]([CH3:27])([CH3:26])[CH3:25])[NH:10][CH:9]2[C:28](O)=[O:29])[CH:5]=[CH:6][CH:7]=1.CN(C(ON1N=NC2C=CC=NC1=2)=[N+](C)C)C.F[P-](F)(F)(F)(F)F.CCN(C(C)C)C(C)C.[NH2:65][C:66]1[CH:67]=[C:68]([CH:72]=[CH:73][CH:74]=1)[C:69]([NH2:71])=[O:70]. (2) Given the product [Br-:9].[CH2:14]([O:13][C:11](=[O:12])[CH2:10][SH:1]1[CH:5]=[CH:4][NH+:3]=[C:2]1[CH:6]([OH:8])[CH3:7])[CH3:15], predict the reactants needed to synthesize it. The reactants are: [S:1]1[CH:5]=[CH:4][N:3]=[C:2]1[CH:6]([OH:8])[CH3:7].[Br:9][CH2:10][C:11]([O:13][CH2:14][CH3:15])=[O:12]. (3) Given the product [Br:1][C:2]1[CH:3]=[CH:4][C:5]([NH:8][C:9](=[O:26])[C:10]2[CH:15]=[C:14]([NH2:16])[C:13]([NH:19][CH3:20])=[CH:12][C:11]=2[O:21][CH2:22][CH:23]([F:25])[F:24])=[CH:6][CH:7]=1, predict the reactants needed to synthesize it. The reactants are: [Br:1][C:2]1[CH:7]=[CH:6][C:5]([NH:8][C:9](=[O:26])[C:10]2[CH:15]=[C:14]([N+:16]([O-])=O)[C:13]([NH:19][CH3:20])=[CH:12][C:11]=2[O:21][CH2:22][CH:23]([F:25])[F:24])=[CH:4][CH:3]=1. (4) Given the product [CH2:53]([O:52][C:50](=[O:51])[C:49]1[CH:55]=[CH:56][CH:57]=[C:47]([NH:46][C:40]([C:37]2[N:35]3[N:36]=[C:31]([NH:30][CH2:29][C:28]4[CH:44]=[CH:45][C:25]([O:24][CH3:23])=[CH:26][CH:27]=4)[CH:32]=[C:33]([CH3:43])[C:34]3=[N:39][CH:38]=2)=[O:41])[CH:48]=1)[CH3:54], predict the reactants needed to synthesize it. The reactants are: Cl.CN(C)CCCN=C=NCC.ON1C2C=CC=CC=2N=N1.[CH3:23][O:24][C:25]1[CH:45]=[CH:44][C:28]([CH2:29][NH:30][C:31]2[CH:32]=[C:33]([CH3:43])[C:34]3[N:35]([C:37]([C:40](O)=[O:41])=[CH:38][N:39]=3)[N:36]=2)=[CH:27][CH:26]=1.[NH2:46][C:47]1[CH:48]=[C:49]([CH:55]=[CH:56][CH:57]=1)[C:50]([O:52][CH2:53][CH3:54])=[O:51]. (5) Given the product [Cl:21][C:11]1[CH:12]=[C:13]([C:14]2[CH:19]=[CH:18][CH:17]=[C:16]([CH3:20])[CH:15]=2)[C:7]2[O:6][CH:5]([CH2:4][NH2:1])[CH2:9][C:8]=2[CH:10]=1, predict the reactants needed to synthesize it. The reactants are: [N:1]([CH2:4][CH:5]1[CH2:9][C:8]2[CH:10]=[C:11]([Cl:21])[CH:12]=[C:13]([C:14]3[CH:19]=[CH:18][CH:17]=[C:16]([CH3:20])[CH:15]=3)[C:7]=2[O:6]1)=[N+]=[N-]. (6) Given the product [O:21]=[C:15]1[CH:14]([N:7]2[C:6](=[O:22])[C:5]3[C:9](=[CH:10][CH:11]=[CH:12][C:4]=3[CH2:3][NH:2][C:39](=[O:40])[C:38]3[CH:42]=[CH:43][C:35]([O:34][C:33]([F:32])([F:44])[F:45])=[CH:36][CH:37]=3)[C:8]2=[O:13])[CH2:19][CH2:18][C:17](=[O:20])[NH:16]1, predict the reactants needed to synthesize it. The reactants are: Cl.[NH2:2][CH2:3][C:4]1[CH:12]=[CH:11][CH:10]=[C:9]2[C:5]=1[C:6](=[O:22])[N:7]([CH:14]1[CH2:19][CH2:18][C:17](=[O:20])[NH:16][C:15]1=[O:21])[C:8]2=[O:13].C(N(C(C)C)CC)(C)C.[F:32][C:33]([F:45])([F:44])[O:34][C:35]1[CH:43]=[CH:42][C:38]([C:39](Cl)=[O:40])=[CH:37][CH:36]=1. (7) Given the product [C:10]([C:5]1[N:6]=[C:7]([CH2:8][CH3:9])[C:2]([NH:34][CH2:35][CH:36]2[CH2:39][N:38]([C:40]([O:42][C:43]([CH3:46])([CH3:45])[CH3:44])=[O:41])[CH2:37]2)=[N:3][C:4]=1[NH:13][C:14]1[CH:19]=[CH:18][C:17]([N:20]2[CH2:25][CH2:24][CH:23]([N:26]3[CH2:31][CH2:30][N:29]([CH3:32])[CH2:28][CH2:27]3)[CH2:22][CH2:21]2)=[C:16]([CH3:33])[CH:15]=1)(=[O:11])[NH2:12], predict the reactants needed to synthesize it. The reactants are: Cl[C:2]1[N:3]=[C:4]([NH:13][C:14]2[CH:19]=[CH:18][C:17]([N:20]3[CH2:25][CH2:24][CH:23]([N:26]4[CH2:31][CH2:30][N:29]([CH3:32])[CH2:28][CH2:27]4)[CH2:22][CH2:21]3)=[C:16]([CH3:33])[CH:15]=2)[C:5]([C:10]([NH2:12])=[O:11])=[N:6][C:7]=1[CH2:8][CH3:9].[NH2:34][CH2:35][CH:36]1[CH2:39][N:38]([C:40]([O:42][C:43]([CH3:46])([CH3:45])[CH3:44])=[O:41])[CH2:37]1.C(=O)([O-])[O-].[K+].[K+].CN1CCCC1=O.